Dataset: Catalyst prediction with 721,799 reactions and 888 catalyst types from USPTO. Task: Predict which catalyst facilitates the given reaction. Reactant: [OH:1][C:2]1[CH:9]=[CH:8][C:5]([CH:6]=[O:7])=[CH:4][C:3]=1[O:10][CH3:11].C(=O)([O-])[O-].[Li+].[Li+].Cl[C:19]1[CH:24]=[CH:23][C:22]([C:25]([F:28])([F:27])[F:26])=[CH:21][N:20]=1.O. Product: [CH3:11][O:10][C:3]1[CH:4]=[C:5]([CH:8]=[CH:9][C:2]=1[O:1][C:19]1[CH:24]=[CH:23][C:22]([C:25]([F:28])([F:27])[F:26])=[CH:21][N:20]=1)[CH:6]=[O:7]. The catalyst class is: 16.